This data is from Peptide-MHC class I binding affinity with 185,985 pairs from IEDB/IMGT. The task is: Regression. Given a peptide amino acid sequence and an MHC pseudo amino acid sequence, predict their binding affinity value. This is MHC class I binding data. The peptide sequence is INKEEALQR. The MHC is HLA-A11:01 with pseudo-sequence HLA-A11:01. The binding affinity (normalized) is 0.0472.